From a dataset of Reaction yield outcomes from USPTO patents with 853,638 reactions. Predict the reaction yield, written as a fraction of the theoretical maximum amount of product (1.0 means a 100% yield; for example, 0.34 means a 34% yield). (1) The reactants are Cl[C:2]1[CH:7]=[C:6]([Cl:8])[N:5]=[C:4]([NH2:9])[N:3]=1.[NH2:10][C:11]1[CH:16]=[CH:15][C:14]([CH3:17])=[CH:13][CH:12]=1.[OH-].[Na+]. The catalyst is O1CCOCC1. The product is [Cl:8][C:6]1[N:5]=[C:4]([NH2:9])[N:3]=[C:2]([NH:10][C:11]2[CH:16]=[CH:15][C:14]([CH3:17])=[CH:13][CH:12]=2)[CH:7]=1. The yield is 0.780. (2) The reactants are Cl[CH2:2][C:3]([N:5]1[C:14]2[C:9](=[CH:10][CH:11]=[CH:12][CH:13]=2)[CH2:8][CH2:7][CH2:6]1)=[O:4].[C:15]1([C:21]2[N:22]=[C:23]([SH:32])[O:24][C:25]=2[C:26]2[CH:31]=[CH:30][CH:29]=[CH:28][CH:27]=2)[CH:20]=[CH:19][CH:18]=[CH:17][CH:16]=1. No catalyst specified. The product is [N:5]1([C:3](=[O:4])[CH2:2][S:32][C:23]2[O:24][C:25]([C:26]3[CH:27]=[CH:28][CH:29]=[CH:30][CH:31]=3)=[C:21]([C:15]3[CH:20]=[CH:19][CH:18]=[CH:17][CH:16]=3)[N:22]=2)[C:14]2[C:9](=[CH:10][CH:11]=[CH:12][CH:13]=2)[CH2:8][CH2:7][CH2:6]1. The yield is 0.400. (3) No catalyst specified. The reactants are [C:1]([C:3]1[CH:11]=[CH:10][C:6]2[O:7][CH2:8][O:9][C:5]=2[CH:4]=1)#[CH:2].[C:12]([O:16][C:17](N1C2C(=CC=C(CCOC3C=C4C(=CC=3)NC=C4)N=2)CCC1)=[O:18])(C)(C)[CH3:13]. The product is [CH2:12]([O:16][C:17](=[O:18])[C:2]#[C:1][C:3]1[CH:11]=[CH:10][C:6]2[O:7][CH2:8][O:9][C:5]=2[CH:4]=1)[CH3:13]. The yield is 0.540. (4) The reactants are [Cl:1][C:2]1[N:3]([C@@H:16]2[O:22][C@H:21]([CH2:23][O:24]C(=O)C)[C@@H:19]([OH:20])[C@H:17]2[OH:18])[C:4]2[C:9]([C:10]=1[C:11](=[O:13])[CH3:12])=[CH:8][C:7]([Cl:14])=[C:6]([Cl:15])[CH:5]=2.C[O-].[Na+]. The catalyst is CO. The product is [Cl:1][C:2]1[N:3]([C@@H:16]2[O:22][C@H:21]([CH2:23][OH:24])[C@@H:19]([OH:20])[C@H:17]2[OH:18])[C:4]2[C:9]([C:10]=1[C:11](=[O:13])[CH3:12])=[CH:8][C:7]([Cl:14])=[C:6]([Cl:15])[CH:5]=2. The yield is 0.810. (5) The reactants are [F:1][C:2]([F:16])([F:15])[C:3]1[N:8]=[CH:7][C:6](/[CH:9]=[CH:10]/[C:11]([O:13][CH3:14])=[O:12])=[CH:5][N:4]=1. The catalyst is CO.[Pd]. The product is [F:16][C:2]([F:1])([F:15])[C:3]1[N:4]=[CH:5][C:6]([CH2:9][CH2:10][C:11]([O:13][CH3:14])=[O:12])=[CH:7][N:8]=1. The yield is 0.658. (6) The reactants are [N+:1]([C:4]1[CH:5]=[C:6]([CH3:11])[C:7]([CH3:10])=[CH:8][CH:9]=1)([O-:3])=[O:2].C1C(=O)N(Br)C(=O)C1.C(OOC(=O)C1C=CC=CC=1)(=O)C1C=CC=CC=1.C([O-])([O-])=O.[Na+].[Na+].[CH2:44]([NH2:51])[C:45]1[CH:50]=[CH:49][CH:48]=[CH:47][CH:46]=1. The catalyst is CC(C)=O.O.C(Cl)(Cl)(Cl)Cl. The product is [CH2:44]([N:51]1[CH2:11][C:6]2[C:7](=[CH:8][CH:9]=[C:4]([N+:1]([O-:3])=[O:2])[CH:5]=2)[CH2:10]1)[C:45]1[CH:50]=[CH:49][CH:48]=[CH:47][CH:46]=1. The yield is 0.330. (7) The reactants are Cl[C:2]([O:4][C:5]1[CH:10]=[CH:9][C:8]([N+:11]([O-:13])=[O:12])=[CH:7][CH:6]=1)=[O:3].[F:14][C:15]1[CH:16]=[C:17]([CH:23]2[NH:28][C:27]([O:29][CH3:30])=[N:26][C:25]([CH3:31])=[C:24]2[C:32](=[O:34])[CH3:33])[CH:18]=[C:19]([F:22])[C:20]=1[F:21].N1C=CC=CC=1. The catalyst is C(Cl)Cl. The product is [F:14][C:15]1[CH:16]=[C:17]([CH:23]2[N:28]([C:2]([O:4][C:5]3[CH:10]=[CH:9][C:8]([N+:11]([O-:13])=[O:12])=[CH:7][CH:6]=3)=[O:3])[C:27]([O:29][CH3:30])=[N:26][C:25]([CH3:31])=[C:24]2[C:32](=[O:34])[CH3:33])[CH:18]=[C:19]([F:22])[C:20]=1[F:21]. The yield is 0.920. (8) The reactants are C([O:3][C:4](=[O:27])[CH:5]=[C:6]([C:17]1[CH:22]=[CH:21][C:20]([O:23][CH3:24])=[C:19]([O:25][CH3:26])[CH:18]=1)[C:7]1[CH:12]=[C:11]([O:13][CH3:14])[CH:10]=[C:9]([O:15][CH3:16])[CH:8]=1)C.[OH-].[K+].CO.Cl. The catalyst is O. The product is [CH3:26][O:25][C:19]1[CH:18]=[C:17]([C:6]([C:7]2[CH:8]=[C:9]([O:15][CH3:16])[CH:10]=[C:11]([O:13][CH3:14])[CH:12]=2)=[CH:5][C:4]([OH:27])=[O:3])[CH:22]=[CH:21][C:20]=1[O:23][CH3:24]. The yield is 0.980.